From a dataset of Full USPTO retrosynthesis dataset with 1.9M reactions from patents (1976-2016). Predict the reactants needed to synthesize the given product. (1) Given the product [CH3:18][S:17][C:12]1[CH:13]=[CH:14][CH:15]=[CH:16][C:11]=1[N:10]1[CH2:2][CH:3]2[CH2:4][N:5]([C:20]([O:22][C:23]([CH3:26])([CH3:24])[CH3:25])=[O:21])[CH2:6][CH2:7][N:8]2[C:9]1=[O:19], predict the reactants needed to synthesize it. The reactants are: O[CH2:2][CH:3]1[N:8]([C:9](=[O:19])[NH:10][C:11]2[CH:16]=[CH:15][CH:14]=[CH:13][C:12]=2[S:17][CH3:18])[CH2:7][CH2:6][N:5]([C:20]([O:22][C:23]([CH3:26])([CH3:25])[CH3:24])=[O:21])[CH2:4]1.C1CCN2C(=NCCC2)CC1.CS(Cl)(=O)=O.O. (2) Given the product [ClH:1].[F:10][C:7]1[CH:6]=[C:5]([NH:11][C:12]([C@H:14]2[CH2:18][CH2:17][NH:16][CH2:15]2)=[O:13])[CH:4]=[C:3]([F:2])[C:8]=1[F:9], predict the reactants needed to synthesize it. The reactants are: [ClH:1].[F:2][C:3]1[CH:4]=[C:5]([NH:11][C:12]([C@H:14]2[CH2:18][CH2:17][N:16](C(OC(C)(C)C)=O)[CH2:15]2)=[O:13])[CH:6]=[C:7]([F:10])[C:8]=1[F:9]. (3) Given the product [Cl:24][C:21]1[CH:20]=[CH:19][C:18]([C:12]2[C:11]3[CH2:10][CH2:9][NH:8][CH2:17][CH2:16][C:15]=3[N:14]([CH2:26][CH2:27][C:28]3[CH:33]=[CH:32][CH:31]=[CH:30][CH:29]=3)[N:13]=2)=[CH:23][CH:22]=1, predict the reactants needed to synthesize it. The reactants are: C(OC([N:8]1[CH2:17][CH2:16][C:15]2[NH:14][N:13]=[C:12]([C:18]3[CH:23]=[CH:22][C:21]([Cl:24])=[CH:20][CH:19]=3)[C:11]=2[CH2:10][CH2:9]1)=O)(C)(C)C.Cl[CH2:26][CH2:27][C:28]1[CH:33]=[CH:32][CH:31]=[CH:30][CH:29]=1.C(OC(N1CCC2C(=C(C3C=CC(Cl)=CC=3)N(CCC3C=CC=CC=3)N=2)CC1)=O)(C)(C)C. (4) The reactants are: Br[C:2]1[C:7]([CH3:8])=[N:6][C:5]([Cl:9])=[C:4]2[NH:10][C:11]([CH3:14])=[C:12]([CH3:13])[C:3]=12.CC1(C)C(C)(C)OB([C:23]2[CH:32]=[CH:31][CH:30]=[C:29]3[C:24]=2[CH2:25][CH2:26][N:27]([C:33]([O:35][C:36]([CH3:39])([CH3:38])[CH3:37])=[O:34])[CH2:28]3)O1.P([O-])([O-])([O-])=O.[K+].[K+].[K+]. Given the product [Cl:9][C:5]1[N:6]=[C:7]([CH3:8])[C:2]([C:23]2[CH:32]=[CH:31][CH:30]=[C:29]3[C:24]=2[CH2:25][CH2:26][N:27]([C:33]([O:35][C:36]([CH3:39])([CH3:38])[CH3:37])=[O:34])[CH2:28]3)=[C:3]2[C:12]([CH3:13])=[C:11]([CH3:14])[NH:10][C:4]=12, predict the reactants needed to synthesize it. (5) Given the product [Br:1][C:2]1[CH:3]=[C:4]([CH2:8][NH:9][C:10]([NH:12][C:13]2[S:14][CH:15]=[C:16]([CH2:18][O:19][CH2:20][CH2:21][O:22][CH3:23])[N:17]=2)=[O:11])[S:5][C:6]=1[Br:7], predict the reactants needed to synthesize it. The reactants are: [Br:1][C:2]1[CH:3]=[C:4]([CH2:8][N:9](CC2C=CC(OC)=CC=2OC)[C:10]([NH:12][C:13]2[S:14][CH:15]=[C:16]([CH2:18][O:19][CH2:20][CH2:21][O:22][CH3:23])[N:17]=2)=[O:11])[S:5][C:6]=1[Br:7].C(O)(C(F)(F)F)=O.C1(OC)C=CC=CC=1. (6) Given the product [Si:30]([O:29][C@H:26]1[CH2:27][CH2:28][C@@:23]([C@H:22]2[CH2:21][CH2:20][C@@:19]3([CH3:47])[C@@H:6]([CH2:7][C@H:8]4[C@@H:18]3[C@H:17]([CH3:48])[C@@:10]3([CH2:15][CH2:14][C@@H:13]([CH3:16])[CH2:12][O:11]3)[O:9]4)[C@@H:5]2[CH2:4][NH2:1])([CH3:46])[C@@H:24]([CH2:37][O:38][Si:39]([C:42]([CH3:44])([CH3:43])[CH3:45])([CH3:40])[CH3:41])[CH2:25]1)([C:33]([CH3:34])([CH3:35])[CH3:36])([CH3:31])[CH3:32], predict the reactants needed to synthesize it. The reactants are: [N:1]([CH2:4][C@@H:5]1[C@@H:22]([C@@:23]2([CH3:46])[CH2:28][CH2:27][C@H:26]([O:29][Si:30]([C:33]([CH3:36])([CH3:35])[CH3:34])([CH3:32])[CH3:31])[CH2:25][C@@H:24]2[CH2:37][O:38][Si:39]([C:42]([CH3:45])([CH3:44])[CH3:43])([CH3:41])[CH3:40])[CH2:21][CH2:20][C@@:19]2([CH3:47])[C@H:6]1[CH2:7][C@H:8]1[C@@H:18]2[C@H:17]([CH3:48])[C@@:10]2([CH2:15][CH2:14][C@@H:13]([CH3:16])[CH2:12][O:11]2)[O:9]1)=[N+]=[N-]. (7) Given the product [C:44]([C:48]1[CH:65]=[CH:64][C:51]([CH2:52][N:53]([CH2:54][C@@H:55]([C:57]2[CH:58]=[CH:59][C:60]([Cl:63])=[CH:61][CH:62]=2)[OH:56])[C:10]([C:8]2[CH:7]=[CH:6][CH:5]=[C:4]3[C:9]=2[NH:1][CH:2]=[CH:3]3)=[O:12])=[CH:50][CH:49]=1)([CH3:47])([CH3:45])[CH3:46], predict the reactants needed to synthesize it. The reactants are: [NH:1]1[C:9]2[C:4](=[CH:5][CH:6]=[CH:7][C:8]=2[C:10]([OH:12])=O)[CH:3]=[CH:2]1.CN(C(ON1N=NC2C=CC=CC1=2)=[N+](C)C)C.[B-](F)(F)(F)F.C(N(CC)C(C)C)(C)C.[C:44]([C:48]1[CH:65]=[CH:64][C:51]([CH2:52][NH:53][CH2:54][C@@H:55]([C:57]2[CH:62]=[CH:61][C:60]([Cl:63])=[CH:59][CH:58]=2)[OH:56])=[CH:50][CH:49]=1)([CH3:47])([CH3:46])[CH3:45]. (8) Given the product [CH:15]1([CH2:14][O:1][N:2]2[C:10](=[O:11])[C:9]3[C:4](=[CH:5][CH:6]=[CH:7][CH:8]=3)[C:3]2=[O:12])[CH2:17][CH2:16]1, predict the reactants needed to synthesize it. The reactants are: [OH:1][N:2]1[C:10](=[O:11])[C:9]2[C:4](=[CH:5][CH:6]=[CH:7][CH:8]=2)[C:3]1=[O:12].Br[CH2:14][CH:15]1[CH2:17][CH2:16]1.CCN(CC)CC.